This data is from Full USPTO retrosynthesis dataset with 1.9M reactions from patents (1976-2016). The task is: Predict the reactants needed to synthesize the given product. (1) Given the product [Cl:22][C:4]1[C:3]([C:18]#[N:19])=[C:2]([CH3:1])[N:7]=[C:6]([C:8]2[CH:13]=[CH:12][C:11]([N+:14]([O-:16])=[O:15])=[CH:10][CH:9]=2)[N:5]=1, predict the reactants needed to synthesize it. The reactants are: [CH3:1][C:2]1[CH:3]([C:18]#[N:19])[C:4](=O)[N:5]=[C:6]([C:8]2[CH:13]=[CH:12][C:11]([N+:14]([O-:16])=[O:15])=[CH:10][CH:9]=2)[N:7]=1.P(Cl)(Cl)([Cl:22])=O. (2) The reactants are: [NH2:1][CH2:2][C@@H:3]1[C@H:8]([CH3:9])[CH2:7][CH2:6][CH2:5][N:4]1[C:10]([C:12]1[CH:17]=[CH:16][C:15]([F:18])=[CH:14][C:13]=1[C:19]1[N:24]=[CH:23][CH:22]=[CH:21][N:20]=1)=[O:11].F[C:26]1[CH:31]=[CH:30][C:29]([C:32]([F:35])([F:34])[F:33])=[CH:28][N:27]=1. Given the product [F:18][C:15]1[CH:16]=[CH:17][C:12]([C:10]([N:4]2[CH2:5][CH2:6][CH2:7][C@@H:8]([CH3:9])[C@H:3]2[CH2:2][NH:1][C:26]2[CH:31]=[CH:30][C:29]([C:32]([F:35])([F:34])[F:33])=[CH:28][N:27]=2)=[O:11])=[C:13]([C:19]2[N:20]=[CH:21][CH:22]=[CH:23][N:24]=2)[CH:14]=1, predict the reactants needed to synthesize it. (3) Given the product [Br:24][C:13]1[C:12]([C@@H:2]([NH:1][C:41](=[O:42])[CH2:40][N:29]2[C:30]3[C:31]([F:38])([F:39])[CH2:32][CH2:33][C:34]([F:36])([F:37])[C:35]=3[C:27]([CH:26]([F:44])[F:25])=[N:28]2)[CH2:3][C:4]2[CH:9]=[C:8]([F:10])[CH:7]=[C:6]([F:11])[CH:5]=2)=[N:17][CH:16]=[C:15]([C:18]#[C:19][C:20]([OH:22])([CH3:21])[CH3:23])[CH:14]=1, predict the reactants needed to synthesize it. The reactants are: [NH2:1][C@H:2]([C:12]1[N:17]=[CH:16][C:15]([C:18]#[C:19][C:20]([CH3:23])([OH:22])[CH3:21])=[CH:14][C:13]=1[Br:24])[CH2:3][C:4]1[CH:9]=[C:8]([F:10])[CH:7]=[C:6]([F:11])[CH:5]=1.[F:25][CH:26]([F:44])[C:27]1[C:35]2[C:34]([F:37])([F:36])[CH2:33][CH2:32][C:31]([F:39])([F:38])[C:30]=2[N:29]([CH2:40][C:41](O)=[O:42])[N:28]=1.CCN(C(C)C)C(C)C.CN(C(ON1N=NC2C=CC=NC1=2)=[N+](C)C)C.F[P-](F)(F)(F)(F)F. (4) Given the product [ClH:1].[Cl:1][C:2]1[S:6][C:5]([C:7]([NH2:13])=[NH:8])=[CH:4][CH:3]=1, predict the reactants needed to synthesize it. The reactants are: [Cl:1][C:2]1[S:6][C:5]([C:7]#[N:8])=[CH:4][CH:3]=1.C[O-].[Na+].[Cl-].[NH4+:13]. (5) Given the product [CH:1]1([C:4]2[C:5]([O:18][CH2:19][C:20]3([CH3:26])[CH2:25][CH2:24][CH:23]=[CH:22][CH2:21]3)=[CH:6][C:7]([F:17])=[C:8]([CH:16]=2)[C:9]([OH:11])=[O:10])[CH2:2][CH2:3]1, predict the reactants needed to synthesize it. The reactants are: [CH:1]1([C:4]2[C:5]([O:18][CH2:19][C:20]3([CH3:26])[CH2:25][CH2:24][CH:23]=[CH:22][CH2:21]3)=[CH:6][C:7]([F:17])=[C:8]([CH:16]=2)[C:9]([O:11]C(C)(C)C)=[O:10])[CH2:3][CH2:2]1.FC(F)(F)C(O)=O. (6) Given the product [NH3:10].[CH2:1]([O:8][C:9](=[O:29])[NH:10][CH2:11][C@H:12]1[CH2:17][CH2:16][C@H:15]([C:18]2[N:22]3[CH:23]=[CH:24][N:25]=[C:26]([NH2:27])[C:21]3=[C:20]([C:38]3[NH:37][C:45]4[C:40]([CH:39]=3)=[CH:41][CH:42]=[CH:43][CH:44]=4)[N:19]=2)[CH2:14][CH2:13]1)[C:2]1[CH:7]=[CH:6][CH:5]=[CH:4][CH:3]=1, predict the reactants needed to synthesize it. The reactants are: [CH2:1]([O:8][C:9](=[O:29])[NH:10][CH2:11][C@H:12]1[CH2:17][CH2:16][C@H:15]([C:18]2[N:22]3[CH:23]=[CH:24][N:25]=[C:26]([NH2:27])[C:21]3=[C:20](I)[N:19]=2)[CH2:14][CH2:13]1)[C:2]1[CH:7]=[CH:6][CH:5]=[CH:4][CH:3]=1.C(OC([N:37]1[C:45]2[C:40](=[CH:41][CH:42]=[CH:43][CH:44]=2)[CH:39]=[C:38]1B(O)O)=O)(C)(C)C.O.C(=O)([O-])[O-].[Cs+].[Cs+]. (7) The reactants are: [CH2:1]([N:8]1[CH:13]([CH2:14][OH:15])[CH2:12][O:11][CH:10]([CH3:16])[C:9]1=[O:17])[C:2]1[CH:7]=[CH:6][CH:5]=[CH:4][CH:3]=1.N1C=CN=C1.[Si:23](Cl)([C:26]([CH3:29])([CH3:28])[CH3:27])([CH3:25])[CH3:24]. Given the product [CH2:1]([N:8]1[CH:13]([CH2:14][O:15][Si:23]([C:26]([CH3:29])([CH3:28])[CH3:27])([CH3:25])[CH3:24])[CH2:12][O:11][CH:10]([CH3:16])[C:9]1=[O:17])[C:2]1[CH:3]=[CH:4][CH:5]=[CH:6][CH:7]=1, predict the reactants needed to synthesize it. (8) The reactants are: [C:1]([O:5][C:6](=[O:16])[NH:7][CH2:8][C:9]1[CH:14]=[CH:13][CH:12]=[CH:11][C:10]=1Br)([CH3:4])([CH3:3])[CH3:2].P([O-])([O-])([O-])=O.[K+].[K+].[K+].[CH:25]1(P(C2CCCCC2)C2C=CC=CC=2C2C(OC)=CC=CC=2OC)[CH2:30]CCC[CH2:26]1.C(/B(O)O)=C/C. Given the product [CH:26](/[C:10]1[CH:11]=[CH:12][CH:13]=[CH:14][C:9]=1[CH2:8][NH:7][C:6](=[O:16])[O:5][C:1]([CH3:4])([CH3:3])[CH3:2])=[CH:25]/[CH3:30], predict the reactants needed to synthesize it.